From a dataset of Retrosynthesis with 50K atom-mapped reactions and 10 reaction types from USPTO. Predict the reactants needed to synthesize the given product. (1) Given the product CC(C)c1cc2c(c(-c3ccc(F)cc3)c1[C@H](O)c1ccc(OC(F)(F)F)cc1)[C@@H](O)CC(C)(C)O2, predict the reactants needed to synthesize it. The reactants are: CC(C)c1cc2c(c(-c3ccc(F)cc3)c1C(O)c1ccc(OC(F)(F)F)cc1)C(=O)CC(C)(C)O2. (2) Given the product COc1ccc(F)c(-c2ccc(CO)cc2C2CCCCCC2)c1, predict the reactants needed to synthesize it. The reactants are: COC(=O)c1ccc(-c2cc(OC)ccc2F)c(C2CCCCCC2)c1.